From a dataset of Full USPTO retrosynthesis dataset with 1.9M reactions from patents (1976-2016). Predict the reactants needed to synthesize the given product. (1) Given the product [CH3:9][O:8][C:6]1[CH:5]=[CH:4][C:3]([O:10][C:11]([F:14])([F:13])[F:12])=[C:2]([B:20]([OH:25])[OH:21])[CH:7]=1, predict the reactants needed to synthesize it. The reactants are: Br[C:2]1[CH:7]=[C:6]([O:8][CH3:9])[CH:5]=[CH:4][C:3]=1[O:10][C:11]([F:14])([F:13])[F:12].C([Li])CCC.[B:20](OC(C)C)([O:25]C(C)C)[O:21]C(C)C. (2) Given the product [Br:17][C:18]1[CH:23]=[C:22](/[CH:24]=[C:3](/[C:4]2[C:12]3[C:7](=[CH:8][CH:9]=[CH:10][CH:11]=3)[NH:6][CH:5]=2)\[C:1]#[N:2])[CH:21]=[N:20][CH:19]=1, predict the reactants needed to synthesize it. The reactants are: [C:1]([CH2:3][C:4]1[C:12]2[C:7](=[CH:8][CH:9]=[CH:10][CH:11]=2)[NH:6][CH:5]=1)#[N:2].[O-]CC.[Na+].[Br:17][C:18]1[CH:19]=[N:20][CH:21]=[C:22]([CH:24]=O)[CH:23]=1. (3) Given the product [CH:31]([N:44]1[CH2:45][C:46]([C:49]2[CH:54]=[CH:53][C:52]([C:55]3[CH2:59][C:58]([C:64]4[CH:69]=[C:68]([Cl:70])[C:67]([Cl:71])=[C:66]([Cl:72])[CH:65]=4)([C:60]([F:63])([F:62])[F:61])[O:57][N:56]=3)=[CH:51][C:50]=2[Br:73])([F:29])[CH2:47]1)([C:38]1[CH:43]=[CH:42][CH:41]=[CH:40][CH:39]=1)[C:32]1[CH:37]=[CH:36][CH:35]=[CH:34][CH:33]=1, predict the reactants needed to synthesize it. The reactants are: F.F.F.C(N(CC)CC)C.C(N(CC)CC)C.[B-](F)(F)(F)F.CCN([S+](F)[F:29])CC.[CH:31]([N:44]1[CH2:47][C:46]([C:49]2[CH:54]=[CH:53][C:52]([C:55]3[CH2:59][C:58]([C:64]4[CH:69]=[C:68]([Cl:70])[C:67]([Cl:71])=[C:66]([Cl:72])[CH:65]=4)([C:60]([F:63])([F:62])[F:61])[O:57][N:56]=3)=[CH:51][C:50]=2[Br:73])(O)[CH2:45]1)([C:38]1[CH:43]=[CH:42][CH:41]=[CH:40][CH:39]=1)[C:32]1[CH:37]=[CH:36][CH:35]=[CH:34][CH:33]=1. (4) Given the product [Cl:24][C:9]1[O:10][C:11]2[C:3]([O:2][CH3:1])=[CH:4][C:5]([C:13]([O:15][CH3:16])=[O:14])=[CH:6][C:7]=2[N:8]=1, predict the reactants needed to synthesize it. The reactants are: [CH3:1][O:2][C:3]1[C:11]2[O:10][C:9](=S)[NH:8][C:7]=2[CH:6]=[C:5]([C:13]([O:15][CH3:16])=[O:14])[CH:4]=1.CN(C)C=O.S(Cl)([Cl:24])=O. (5) The reactants are: Br[C:2]1[CH:3]=[C:4]2[C:24]([C:25]([CH3:28])([CH3:27])[CH:26]=1)=[C:23]1[C:6]([CH:7]=[C:8]3[C:21](=[CH:22]1)[C:20]1[CH:19]=[CH:18][CH:17]=[CH:16][C:15]=1[C:14]1[CH:13]=[CH:12][CH:11]=[CH:10][C:9]3=1)=[CH:5]2.[CH:29]1[C:37]2[C:36]3[CH:38]=[CH:39][CH:40]=[CH:41][C:35]=3[O:34][C:33]=2[C:32]([C:42]2[CH:43]=[C:44]([CH:65]=[CH:66][CH:67]=2)[NH:45][C:46]2[CH:51]=[CH:50][C:49]([C:52]3[C:57]4[O:58][C:59]5[CH:64]=[CH:63][CH:62]=[CH:61][C:60]=5[C:56]=4[CH:55]=[CH:54][CH:53]=3)=[CH:48][CH:47]=2)=[CH:31][CH:30]=1.CC(C)([O-])C.[Na+]. Given the product [CH:29]1[C:37]2[C:36]3[CH:38]=[CH:39][CH:40]=[CH:41][C:35]=3[O:34][C:33]=2[C:32]([C:42]2[CH:43]=[C:44]([N:45]([C:46]3[CH:47]=[CH:48][C:49]([C:52]4[C:57]5[O:58][C:59]6[CH:64]=[CH:63][CH:62]=[CH:61][C:60]=6[C:56]=5[CH:55]=[CH:54][CH:53]=4)=[CH:50][CH:51]=3)[C:2]3[CH:3]=[C:4]4[C:24]([C:25]([CH3:28])([CH3:27])[CH:26]=3)=[C:23]3[C:6]([CH:7]=[C:8]5[C:21](=[CH:22]3)[C:20]3[CH:19]=[CH:18][CH:17]=[CH:16][C:15]=3[C:14]3[CH:13]=[CH:12][CH:11]=[CH:10][C:9]5=3)=[CH:5]4)[CH:65]=[CH:66][CH:67]=2)=[CH:31][CH:30]=1, predict the reactants needed to synthesize it. (6) Given the product [CH2:49]([N:28]([CH2:26][CH3:27])[CH2:29][CH2:30][N:31]([CH2:32][C:33]1[CH:38]=[CH:37][C:36]([C:39]2[CH:40]=[CH:41][C:42]([C:45]([F:46])([F:47])[F:48])=[CH:43][CH:44]=2)=[CH:35][CH:34]=1)[C:23](=[O:25])[CH2:22][N:12]1[C:13]2[C:18](=[CH:17][CH:16]=[CH:15][CH:14]=2)[C:19](=[O:21])[CH:20]=[C:11]1[CH2:10][CH2:9][C:3]1[CH:4]=[CH:5][CH:6]=[C:7]([F:8])[C:2]=1[F:1])[CH3:50], predict the reactants needed to synthesize it. The reactants are: [F:1][C:2]1[C:7]([F:8])=[CH:6][CH:5]=[CH:4][C:3]=1[CH2:9][CH2:10][C:11]1[N:12]([CH2:22][C:23]([OH:25])=O)[C:13]2[C:18]([C:19](=[O:21])[CH:20]=1)=[CH:17][CH:16]=[CH:15][CH:14]=2.[CH2:26]([N:28]([CH2:49][CH3:50])[CH2:29][CH2:30][NH:31][CH2:32][C:33]1[CH:38]=[CH:37][C:36]([C:39]2[CH:44]=[CH:43][C:42]([C:45]([F:48])([F:47])[F:46])=[CH:41][CH:40]=2)=[CH:35][CH:34]=1)[CH3:27].CN(C(ON1N=NC2C=CC=NC1=2)=[N+](C)C)C.F[P-](F)(F)(F)(F)F.C(NC(C)C)(C)C.